This data is from Forward reaction prediction with 1.9M reactions from USPTO patents (1976-2016). The task is: Predict the product of the given reaction. (1) Given the reactants B.O1CCCC1.B1(C)OC(C2C=CC=CC=2)(C2C=CC=CC=2)[C@H]2N1CCC2.[F:28][C:29]1[CH:38]=[CH:37][C:32]([C:33](=[O:36])[CH2:34][Cl:35])=[CH:31][CH:30]=1.Cl, predict the reaction product. The product is: [Cl:35][CH2:34][C@H:33]([C:32]1[CH:37]=[CH:38][C:29]([F:28])=[CH:30][CH:31]=1)[OH:36]. (2) Given the reactants Br[C:2]1[CH:3]=[C:4]([C:8]2([C:22]#[N:23])[CH2:13][CH2:12][N:11]([C:14]3[CH:19]=[CH:18][CH:17]=[CH:16][C:15]=3[O:20][CH3:21])[CH2:10][CH2:9]2)[CH:5]=[CH:6][CH:7]=1.[C:24]1(B(O)O)[CH:29]=[CH:28][CH:27]=[CH:26][CH:25]=1.C(=O)([O-])[O-].[Cs+].[Cs+].O, predict the reaction product. The product is: [C:2]1([C:24]2[CH:29]=[CH:28][CH:27]=[CH:26][CH:25]=2)[CH:7]=[CH:6][CH:5]=[C:4]([C:8]2([C:22]#[N:23])[CH2:13][CH2:12][N:11]([C:14]3[CH:19]=[CH:18][CH:17]=[CH:16][C:15]=3[O:20][CH3:21])[CH2:10][CH2:9]2)[CH:3]=1.